Dataset: Catalyst prediction with 721,799 reactions and 888 catalyst types from USPTO. Task: Predict which catalyst facilitates the given reaction. (1) Reactant: [NH2:1][CH2:2][CH2:3][C:4]1[C:12]2[C:7](=[CH:8][CH:9]=[CH:10][CH:11]=2)[NH:6][CH:5]=1.C(=O)(O)[O-].[Na+].[N+:18]([C:21]1[CH:27]=[C:26]([N+:28]([O-:30])=[O:29])[C:25](F)=[CH:24][C:22]=1[NH2:23])([O-:20])=[O:19]. Product: [N+:28]([C:26]1[CH:27]=[C:21]([N+:18]([O-:20])=[O:19])[C:22]([NH2:23])=[CH:24][C:25]=1[NH:1][CH2:2][CH2:3][C:4]1[C:12]2[C:7](=[CH:8][CH:9]=[CH:10][CH:11]=2)[NH:6][CH:5]=1)([O-:30])=[O:29]. The catalyst class is: 97. (2) Reactant: [CH3:1][N:2]1[CH:6]=[C:5]([NH:7][C:8]([NH:10][C:11]2[CH:16]=[CH:15][C:14]([O:17][C:18]([F:21])([F:20])[F:19])=[CH:13][CH:12]=2)=[O:9])[N:4]=[C:3]1[C:22]([O:24]CC)=[O:23].[OH-].[Na+].Cl. Product: [CH3:1][N:2]1[CH:6]=[C:5]([NH:7][C:8]([NH:10][C:11]2[CH:16]=[CH:15][C:14]([O:17][C:18]([F:19])([F:21])[F:20])=[CH:13][CH:12]=2)=[O:9])[N:4]=[C:3]1[C:22]([OH:24])=[O:23]. The catalyst class is: 199. (3) Reactant: B(F)(F)F.CCOCC.C([SiH](CC)CC)C.[CH2:17]([O:24][C@H:25]1[C@H:30]([O:31][CH2:32][C:33]2[CH:38]=[CH:37][CH:36]=[CH:35][CH:34]=2)[C@H:29]([O:39][CH2:40][C:41]2[CH:46]=[CH:45][CH:44]=[CH:43][CH:42]=2)[C@H:28]([CH3:47])[O:27][C@@:26]1([CH2:49][P:50](=[O:57])([O:54][CH2:55][CH3:56])[O:51][CH2:52][CH3:53])O)[C:18]1[CH:23]=[CH:22][CH:21]=[CH:20][CH:19]=1. Product: [CH2:17]([O:24][C@H:25]1[C@H:30]([O:31][CH2:32][C:33]2[CH:38]=[CH:37][CH:36]=[CH:35][CH:34]=2)[C@H:29]([O:39][CH2:40][C:41]2[CH:46]=[CH:45][CH:44]=[CH:43][CH:42]=2)[C@H:28]([CH3:47])[O:27][C@@H:26]1[CH2:49][P:50](=[O:57])([O:51][CH2:52][CH3:53])[O:54][CH2:55][CH3:56])[C:18]1[CH:23]=[CH:22][CH:21]=[CH:20][CH:19]=1. The catalyst class is: 10. (4) Reactant: Br[C:2]1[C:11]2[C:6](=[CH:7][CH:8]=[CH:9][CH:10]=2)[C:5]2=[N:12][CH:13]=[CH:14][N:4]2[CH:3]=1.[C:15]1([CH3:26])[CH:20]=[C:19]([CH3:21])[CH:18]=[C:17]([CH3:22])[C:16]=1B(O)O.P([O-])([O-])([O-])=O.[K+].[K+].[K+].C1(P(C2C=CC=CC=2C2C(OC)=CC=CC=2OC)C2CCCCC2)CCCCC1. Product: [CH3:26][C:15]1[CH:20]=[C:19]([CH3:21])[CH:18]=[C:17]([CH3:22])[C:16]=1[C:2]1[C:11]2[C:6](=[CH:7][CH:8]=[CH:9][CH:10]=2)[C:5]2=[N:12][CH:13]=[CH:14][N:4]2[CH:3]=1. The catalyst class is: 487. (5) Reactant: [F:1][C:2]([F:22])([F:21])[C:3]1[CH:8]=[CH:7][C:6]([CH:9]2[CH2:14][C:13](=[O:15])[NH:12][C:11]([CH3:16])=[C:10]2[C:17]([O:19][CH3:20])=[O:18])=[CH:5][CH:4]=1.[H-].[Na+].[CH3:25]I. Product: [CH3:25][N:12]1[C:13](=[O:15])[CH2:14][CH:9]([C:6]2[CH:5]=[CH:4][C:3]([C:2]([F:21])([F:1])[F:22])=[CH:8][CH:7]=2)[C:10]([C:17]([O:19][CH3:20])=[O:18])=[C:11]1[CH3:16]. The catalyst class is: 3.